This data is from Forward reaction prediction with 1.9M reactions from USPTO patents (1976-2016). The task is: Predict the product of the given reaction. Given the reactants [NH:1]1[CH:9]=[C:7]([CH3:8])[C:5](=[O:6])[NH:4][C:2]1=[O:3].[F:10][C:11]1[CH:12]=[C:13]([CH:16]=[CH:17][CH:18]=1)[CH2:14]Cl, predict the reaction product. The product is: [CH3:8][C:7]1[C:5](=[O:6])[NH:4][C:2](=[O:3])[N:1]([CH2:14][C:13]2[CH:16]=[CH:17][CH:18]=[C:11]([F:10])[CH:12]=2)[CH:9]=1.